This data is from Forward reaction prediction with 1.9M reactions from USPTO patents (1976-2016). The task is: Predict the product of the given reaction. Given the reactants C([Li])CCC.Br[C:7]1[CH:15]=[C:14]([F:16])[CH:13]=[C:12]2[C:8]=1[CH:9]=[N:10][N:11]2[CH:17]1[CH2:22][CH2:21][CH2:20][CH2:19][O:18]1.CN([CH:26]=[O:27])C, predict the reaction product. The product is: [F:16][C:14]1[CH:15]=[C:7]([CH:26]=[O:27])[C:8]2[CH:9]=[N:10][N:11]([CH:17]3[CH2:22][CH2:21][CH2:20][CH2:19][O:18]3)[C:12]=2[CH:13]=1.